Dataset: NCI-60 drug combinations with 297,098 pairs across 59 cell lines. Task: Regression. Given two drug SMILES strings and cell line genomic features, predict the synergy score measuring deviation from expected non-interaction effect. (1) Synergy scores: CSS=-4.69, Synergy_ZIP=2.60, Synergy_Bliss=0.980, Synergy_Loewe=-3.45, Synergy_HSA=-2.10. Drug 1: CNC(=O)C1=CC=CC=C1SC2=CC3=C(C=C2)C(=NN3)C=CC4=CC=CC=N4. Drug 2: C1=CC(=CC=C1CCCC(=O)O)N(CCCl)CCCl. Cell line: NCI-H322M. (2) Cell line: TK-10. Synergy scores: CSS=47.7, Synergy_ZIP=2.83, Synergy_Bliss=2.97, Synergy_Loewe=5.46, Synergy_HSA=7.56. Drug 1: COC1=CC(=CC(=C1O)OC)C2C3C(COC3=O)C(C4=CC5=C(C=C24)OCO5)OC6C(C(C7C(O6)COC(O7)C8=CC=CS8)O)O. Drug 2: CC1=C(C(=CC=C1)Cl)NC(=O)C2=CN=C(S2)NC3=CC(=NC(=N3)C)N4CCN(CC4)CCO. (3) Drug 1: CCC1=CC2CC(C3=C(CN(C2)C1)C4=CC=CC=C4N3)(C5=C(C=C6C(=C5)C78CCN9C7C(C=CC9)(C(C(C8N6C)(C(=O)OC)O)OC(=O)C)CC)OC)C(=O)OC.C(C(C(=O)O)O)(C(=O)O)O. Drug 2: C1C(C(OC1N2C=NC(=NC2=O)N)CO)O. Cell line: NCIH23. Synergy scores: CSS=30.9, Synergy_ZIP=5.49, Synergy_Bliss=5.81, Synergy_Loewe=-2.25, Synergy_HSA=5.62. (4) Drug 1: C1CCC(C1)C(CC#N)N2C=C(C=N2)C3=C4C=CNC4=NC=N3. Drug 2: CS(=O)(=O)C1=CC(=C(C=C1)C(=O)NC2=CC(=C(C=C2)Cl)C3=CC=CC=N3)Cl. Cell line: OVCAR3. Synergy scores: CSS=-0.672, Synergy_ZIP=1.01, Synergy_Bliss=2.45, Synergy_Loewe=-3.60, Synergy_HSA=-2.53. (5) Drug 1: CCCS(=O)(=O)NC1=C(C(=C(C=C1)F)C(=O)C2=CNC3=C2C=C(C=N3)C4=CC=C(C=C4)Cl)F. Drug 2: CC(C)(C#N)C1=CC(=CC(=C1)CN2C=NC=N2)C(C)(C)C#N. Cell line: HOP-92. Synergy scores: CSS=4.13, Synergy_ZIP=1.68, Synergy_Bliss=2.24, Synergy_Loewe=1.53, Synergy_HSA=0.982.